Dataset: Full USPTO retrosynthesis dataset with 1.9M reactions from patents (1976-2016). Task: Predict the reactants needed to synthesize the given product. (1) Given the product [CH3:26][O:25][CH2:24][CH2:23][O:22][CH2:21][CH2:20][O:19][CH2:18][CH2:17][O:16][C@H:13]1[CH2:14][CH2:15][N:11]([CH2:9][C@H:8]([C:27]2[CH:28]=[CH:29][C:30]([O:33][CH2:34][CH2:35][OH:36])=[CH:31][CH:32]=2)[NH:7][CH3:6])[CH2:12]1, predict the reactants needed to synthesize it. The reactants are: C(O[C:6](=O)[NH:7][C@@H:8]([C:27]1[CH:32]=[CH:31][C:30]([O:33][CH2:34][CH2:35][O:36][Si](C(C)(C)C)(C)C)=[CH:29][CH:28]=1)[C:9]([N:11]1[CH2:15][CH2:14][C@H:13]([O:16][CH2:17][CH2:18][O:19][CH2:20][CH2:21][O:22][CH2:23][CH2:24][O:25][CH3:26])[CH2:12]1)=O)(C)(C)C.[H-].[Al+3].[Li+].[H-].[H-].[H-].C(=O)([O-])[O-].[Na+].[Na+].ClCCl. (2) Given the product [CH2:1]([O:8][C:9]([C:11]1[C:19]2[C:14](=[CH:15][CH:16]=[C:17]([CH2:20][CH2:21][N:28]3[CH2:32][CH2:31][CH2:30][CH2:29]3)[CH:18]=2)[NH:13][C:12]=1[CH3:27])=[O:10])[C:2]1[CH:7]=[CH:6][CH:5]=[CH:4][CH:3]=1, predict the reactants needed to synthesize it. The reactants are: [CH2:1]([O:8][C:9]([C:11]1[C:19]2[C:14](=[CH:15][CH:16]=[C:17]([CH2:20][CH2:21]OS(C)(=O)=O)[CH:18]=2)[NH:13][C:12]=1[CH3:27])=[O:10])[C:2]1[CH:7]=[CH:6][CH:5]=[CH:4][CH:3]=1.[NH:28]1[CH2:32][CH2:31][CH2:30][CH2:29]1. (3) The reactants are: [C:1]1([S:7]([N:10]2[C:14]3=[N:15][CH:16]=[C:17]([Cl:19])[CH:18]=[C:13]3[C:12]([CH2:20][C:21]3[CH:22]=[N:23][C:24](S(C)(=O)=O)=[N:25][CH:26]=3)=[CH:11]2)(=[O:9])=[O:8])[CH:6]=[CH:5][CH:4]=[CH:3][CH:2]=1.[CH3:31][CH:32]1[CH2:37][CH2:36][CH:35]([NH2:38])[CH2:34][CH2:33]1.O. Given the product [C:1]1([S:7]([N:10]2[C:14]3=[N:15][CH:16]=[C:17]([Cl:19])[CH:18]=[C:13]3[C:12]([CH2:20][C:21]3[CH:22]=[N:23][C:24]([NH:38][CH:35]4[CH2:36][CH2:37][CH:32]([CH3:31])[CH2:33][CH2:34]4)=[N:25][CH:26]=3)=[CH:11]2)(=[O:9])=[O:8])[CH:6]=[CH:5][CH:4]=[CH:3][CH:2]=1, predict the reactants needed to synthesize it. (4) Given the product [CH3:1][C:2]1[N:11]=[C:10]([C:12]2[CH:13]=[CH:14][C:15]([C:18]3[N:22]([CH3:23])[CH:21]=[N:20][CH:19]=3)=[CH:16][CH:17]=2)[C:9]2[CH2:8][CH2:7][C@H:6]3[C@H:24]([CH3:31])[C:25](=[O:30])[C:26]([C:28]#[N:29])=[CH:27][C@:5]3([C:32]3[CH:37]=[CH:36][CH:35]=[CH:34][CH:33]=3)[C:4]=2[N:3]=1, predict the reactants needed to synthesize it. The reactants are: [CH3:1][C:2]1[N:11]=[C:10]([C:12]2[CH:17]=[CH:16][C:15]([C:18]3[N:22]([CH3:23])[CH:21]=[N:20][CH:19]=3)=[CH:14][CH:13]=2)[C:9]2[CH2:8][CH2:7][C@H:6]3[C@H:24]([CH3:31])[C:25](=[O:30])[CH:26]([C:28]#[N:29])[CH2:27][C@:5]3([C:32]3[CH:37]=[CH:36][CH:35]=[CH:34][CH:33]=3)[C:4]=2[N:3]=1.ClC1C(=O)C(C#N)=C(C#N)C(=O)C=1Cl. (5) Given the product [C:11]([C:10]1[CH:9]=[CH:8][C:7]([N:12]2[N:16]=[CH:15][CH:14]=[N:13]2)=[C:3]([CH:2]=1)[C:4]([OH:6])=[O:5])#[N:18], predict the reactants needed to synthesize it. The reactants are: F[C:2]1[C:10]([CH3:11])=[CH:9][CH:8]=[C:7]([N:12]2[N:16]=[CH:15][CH:14]=[N:13]2)[C:3]=1[C:4]([OH:6])=[O:5].C(C1C=CC(I)=C(C=1)C(O)=O)#[N:18]. (6) Given the product [C:1]([O:5][C:6](=[O:22])[NH:7][C:8]1[CH:13]=[CH:12][C:11]([C:14]2[CH:19]=[CH:18][CH:17]=[CH:16][C:15]=2[F:20])=[CH:10][C:9]=1[NH:21][C:28](=[O:27])[CH2:29][C:30]([C:32]1[CH:37]=[CH:36][CH:35]=[C:34]([C:38]2[CH:43]=[CH:42][N:41]=[C:40]([CH3:44])[CH:39]=2)[CH:33]=1)=[O:31])([CH3:4])([CH3:2])[CH3:3], predict the reactants needed to synthesize it. The reactants are: [C:1]([O:5][C:6](=[O:22])[NH:7][C:8]1[CH:13]=[CH:12][C:11]([C:14]2[CH:19]=[CH:18][CH:17]=[CH:16][C:15]=2[F:20])=[CH:10][C:9]=1[NH2:21])([CH3:4])([CH3:3])[CH3:2].C([O:27][C:28](=O)[CH2:29][C:30]([C:32]1[CH:37]=[CH:36][CH:35]=[C:34]([C:38]2[CH:43]=[CH:42][N:41]=[C:40]([CH3:44])[CH:39]=2)[CH:33]=1)=[O:31])(C)(C)C. (7) Given the product [C:22]([O:25][C@H:26]([CH3:32])[CH2:27][CH2:28][CH2:29][CH2:30][Br:31])(=[O:24])[CH3:23].[C:22]([O:25][C@H:26]([CH3:32])[CH2:27][CH2:28][CH2:29][CH2:30][N:14]1[C:15](=[O:17])[C:16]2[N:8]([CH2:1][C:2]3[CH:7]=[CH:6][CH:5]=[CH:4][CH:3]=3)[CH:9]=[N:10][C:11]=2[N:12]([CH3:19])[C:13]1=[O:18])(=[O:24])[CH3:23], predict the reactants needed to synthesize it. The reactants are: [CH2:1]([N:8]1[C:16]2[C:15](=[O:17])[NH:14][C:13](=[O:18])[N:12]([CH3:19])[C:11]=2[N:10]=[CH:9]1)[C:2]1[CH:7]=[CH:6][CH:5]=[CH:4][CH:3]=1.[H-].[Na+].[C:22]([O:25][C@H:26]([CH3:32])[CH2:27][CH2:28][CH2:29][CH2:30][Br:31])(=[O:24])[CH3:23]. (8) Given the product [S:2]([OH:5])(=[O:4])(=[O:3])[CH3:1].[F:6][CH2:7][C:8]1([C:11]2[CH:12]=[C:13]([NH:23][C:24]([NH:26][C:27]3[C:36]4[C:31](=[CH:32][CH:33]=[CH:34][CH:35]=4)[C:30]([O:37][CH:38]4[CH2:39][CH2:40][N:41]([C:44]([C:46]5([CH3:49])[CH2:47][CH2:48]5)=[O:45])[CH2:42][CH2:43]4)=[N:29][CH:28]=3)=[O:25])[N:14]([C:16]3[CH:17]=[CH:18][C:19]([CH3:22])=[CH:20][CH:21]=3)[N:15]=2)[CH2:9][CH2:10]1, predict the reactants needed to synthesize it. The reactants are: [CH3:1][S:2]([OH:5])(=[O:4])=[O:3].[F:6][CH2:7][C:8]1([C:11]2[CH:12]=[C:13]([NH:23][C:24]([NH:26][C:27]3[C:36]4[C:31](=[CH:32][CH:33]=[CH:34][CH:35]=4)[C:30]([O:37][CH:38]4[CH2:43][CH2:42][N:41]([C:44]([C:46]5([CH3:49])[CH2:48][CH2:47]5)=[O:45])[CH2:40][CH2:39]4)=[N:29][CH:28]=3)=[O:25])[N:14]([C:16]3[CH:21]=[CH:20][C:19]([CH3:22])=[CH:18][CH:17]=3)[N:15]=2)[CH2:10][CH2:9]1.